This data is from Catalyst prediction with 721,799 reactions and 888 catalyst types from USPTO. The task is: Predict which catalyst facilitates the given reaction. (1) Product: [CH2:1]([C:4]1[S:29][C:7]2[N:8]=[C:9]([CH2:25][C:26]([NH2:42])=[O:28])[N:10]=[C:11]([N:12]3[CH2:17][CH2:16][N:15]4[C:18]([C:21]([F:22])([F:24])[F:23])=[N:19][N:20]=[C:14]4[CH2:13]3)[C:6]=2[CH:5]=1)[CH2:2][CH3:3]. The catalyst class is: 9. Reactant: [CH2:1]([C:4]1[S:29][C:7]2[N:8]=[C:9]([CH2:25][C:26]([OH:28])=O)[N:10]=[C:11]([N:12]3[CH2:17][CH2:16][N:15]4[C:18]([C:21]([F:24])([F:23])[F:22])=[N:19][N:20]=[C:14]4[CH2:13]3)[C:6]=2[CH:5]=1)[CH2:2][CH3:3].[Cl-].[NH4+].C(Cl)CCl.C1C=CC2N(O)N=[N:42]C=2C=1.C(N(C(C)C)CC)(C)C. (2) Reactant: Cl[CH2:2][C:3]1[C:12]2[C:7](=[CH:8][CH:9]=[CH:10][CH:11]=2)[CH2:6][CH:5]([C:13]([F:16])([F:15])[F:14])[N:4]=1.CC(C)([O-])C.[K+]. Product: [CH3:2][C:3]1[C:12]2[C:7](=[CH:8][CH:9]=[CH:10][CH:11]=2)[CH:6]=[C:5]([C:13]([F:15])([F:14])[F:16])[N:4]=1. The catalyst class is: 7. (3) Reactant: [CH3:1][O:2][C:3]1[CH:4]=[C:5]2[C:10](=[CH:11][C:12]=1[O:13][CH3:14])[CH:9]=[N:8][CH:7]([CH2:15][CH2:16][CH3:17])[CH2:6]2.CN([CH:21]=[C:22]([C:28](=[O:30])[CH3:29])[C:23]([O:25][CH2:26][CH3:27])=[O:24])C. Product: [CH3:1][O:2][C:3]1[C:12]([O:13][CH3:14])=[CH:11][C:10]2[CH:9]3[N:8]([CH:7]([CH2:15][CH2:16][CH3:17])[CH2:6][C:5]=2[CH:4]=1)[CH:21]=[C:22]([C:23]([O:25][CH2:26][CH3:27])=[O:24])[C:28](=[O:30])[CH2:29]3. The catalyst class is: 18. (4) Reactant: Cl[C:2]1[C:11]2[C:6](=[N:7][CH:8]=[CH:9][CH:10]=2)[N:5]=[C:4]([C:12]2[CH:17]=[C:16]([C:18]([F:21])([F:20])[F:19])[CH:15]=[CH:14][C:13]=2[F:22])[CH:3]=1.[NH2:23][C:24]1[CH:29]=[CH:28][N:27]=[CH:26][C:25]=1[CH2:30][OH:31].CC1(C)C2C(=C(P(C3C=CC=CC=3)C3C=CC=CC=3)C=CC=2)OC2C(P(C3C=CC=CC=3)C3C=CC=CC=3)=CC=CC1=2. Product: [F:22][C:13]1[CH:14]=[CH:15][C:16]([C:18]([F:21])([F:20])[F:19])=[CH:17][C:12]=1[C:4]1[CH:3]=[C:2]([NH:23][C:24]2[CH:29]=[CH:28][N:27]=[CH:26][C:25]=2[CH2:30][OH:31])[C:11]2[C:6](=[N:7][CH:8]=[CH:9][CH:10]=2)[N:5]=1. The catalyst class is: 62. (5) Reactant: [CH3:1][N:2]1[C@@H:19]2[CH2:20][C:7]3[CH:8]=[CH:9][C:10]([O:22][CH3:23])=[C:11]4[O:12][C@H:13]5[C:14]([CH2:16][CH2:17][C@:18]2([OH:21])[C@:5]5([C:6]=34)[CH2:4][CH2:3]1)=[O:15].[CH3:24][N:25]1[C@@H:34]2[CH2:35][C:36]3[CH:41]=[CH:40][C:39]([O:42][CH3:43])=[C:38]4[O:44][C@H:29]5[CH:30]([OH:46])[CH2:31][CH2:32][C@:33]2([OH:45])[C@:28]5([C:37]=34)[CH2:27][CH2:26]1. Product: [CH3:1][N:2]1[C@@H:19]2[CH2:20][C:7]3[CH:8]=[CH:9][C:10]([O:22][CH3:23])=[C:11]4[O:12][C@H:13]5[C:14]([CH2:16][CH2:17][C@:18]2([OH:21])[C@:5]5([C:6]=34)[CH2:4][CH2:3]1)=[O:15].[CH3:24][N:25]1[C@@H:34]2[CH2:35][C:36]3[CH:41]=[CH:40][C:39]([O:42][CH3:43])=[C:38]4[O:44][CH:29]5[C:30]([CH:31]=[CH:32][C@:33]2([OH:45])[C@:28]5([C:37]=34)[CH2:27][CH2:26]1)=[O:46]. The catalyst class is: 8.